This data is from Reaction yield outcomes from USPTO patents with 853,638 reactions. The task is: Predict the reaction yield, written as a fraction of the theoretical maximum amount of product (1.0 means a 100% yield; for example, 0.34 means a 34% yield). (1) The reactants are [CH2:1]([O:4][C@H:5]1[CH2:10][CH2:9][C@H:8]([N:11]2[CH2:16][CH2:15][CH:14]([NH2:17])[CH2:13][CH2:12]2)[CH2:7][CH2:6]1)[CH2:2][CH3:3].C(N(C(C)C)CC)(C)C.[Cl:27][C:28]1[CH:33]=[C:32]([N+:34]([O-:36])=[O:35])[C:31](F)=[CH:30][C:29]=1[CH3:38]. The catalyst is CN(C)C=O. The product is [Cl:27][C:28]1[C:29]([CH3:38])=[CH:30][C:31]([NH:17][CH:14]2[CH2:13][CH2:12][N:11]([C@H:8]3[CH2:7][CH2:6][C@H:5]([O:4][CH2:1][CH2:2][CH3:3])[CH2:10][CH2:9]3)[CH2:16][CH2:15]2)=[C:32]([N+:34]([O-:36])=[O:35])[CH:33]=1. The yield is 0.760. (2) The reactants are [CH3:1][O:2][C:3](=[O:17])[CH2:4][C:5]1[CH:10]=[CH:9][C:8]([C:11]2[CH:16]=[CH:15][CH:14]=[CH:13][CH:12]=2)=[CH:7][CH:6]=1.[Br:18]N1C(=O)CCC1=O.C(OOC(=O)C1C=CC=CC=1)(=O)C1C=CC=CC=1.CC#N.O. The catalyst is C(Cl)(Cl)(Cl)Cl.O. The product is [CH3:1][O:2][C:3](=[O:17])[CH:4]([C:5]1[CH:10]=[CH:9][C:8]([C:11]2[CH:12]=[CH:13][CH:14]=[CH:15][CH:16]=2)=[CH:7][CH:6]=1)[Br:18]. The yield is 0.930. (3) The reactants are [F:1][C:2]([F:48])([C:8]1(Cl)[C@H:13]([O:14][CH2:15][C:16]2[CH:21]=[CH:20][CH:19]=[CH:18][CH:17]=2)[C@@H:12]([O:22][CH2:23][C:24]2[CH:29]=[CH:28][CH:27]=[CH:26][CH:25]=2)[C@H:11]([O:30][CH2:31][C:32]2[CH:37]=[CH:36][CH:35]=[CH:34][CH:33]=2)[C@@H:10]([CH2:38][O:39][CH2:40][C:41]2[CH:46]=[CH:45][CH:44]=[CH:43][CH:42]=2)[O:9]1)[C:3]([O:5][CH2:6][CH3:7])=[O:4].C([SnH](CCCC)CCCC)CCC. The catalyst is C1(C)C=CC=CC=1.N(/C1(C#N)CCCCC1)=N\C1(C#N)CCCCC1. The product is [F:48][C:2]([F:1])([CH:8]1[C@H:13]([O:14][CH2:15][C:16]2[CH:17]=[CH:18][CH:19]=[CH:20][CH:21]=2)[C@@H:12]([O:22][CH2:23][C:24]2[CH:29]=[CH:28][CH:27]=[CH:26][CH:25]=2)[C@H:11]([O:30][CH2:31][C:32]2[CH:33]=[CH:34][CH:35]=[CH:36][CH:37]=2)[C@@H:10]([CH2:38][O:39][CH2:40][C:41]2[CH:42]=[CH:43][CH:44]=[CH:45][CH:46]=2)[O:9]1)[C:3]([O:5][CH2:6][CH3:7])=[O:4]. The yield is 0.900. (4) The reactants are [NH2:1][C:2]1[C:7]([C:8]([NH:10][C:11]2[CH:16]=[CH:15][C:14]([C:17]3[O:21][CH:20]=[N:19][CH:18]=3)=[C:13]([O:22]C)[CH:12]=2)=[O:9])=[C:6](Cl)[N:5]=[CH:4][N:3]=1.B(Br)(Br)[Br:26].BrBr. The catalyst is ClCCl. The product is [NH2:1][C:2]1[C:7]([C:8]([NH:10][C:11]2[CH:16]=[CH:15][C:14]([C:17]3[O:21][CH:20]=[N:19][CH:18]=3)=[C:13]([OH:22])[CH:12]=2)=[O:9])=[C:6]([Br:26])[N:5]=[CH:4][N:3]=1. The yield is 0.330. (5) The reactants are [C:1]1([CH2:7][C:8]([CH:10]2[CH2:14][CH2:13][O:12][CH2:11]2)=O)[CH:6]=[CH:5][CH:4]=[CH:3][CH:2]=1.[CH2:15]([O:17][C:18]1[CH:19]=[C:20]([CH:23]=[C:24]([N+:27]([O-:29])=[O:28])[C:25]=1[OH:26])[CH:21]=O)[CH3:16].[NH2:30][C:31]([NH2:33])=[O:32].Cl. The catalyst is C(O)C. The product is [CH2:15]([O:17][C:18]1[CH:19]=[C:20]([CH:21]2[C:7]([C:1]3[CH:6]=[CH:5][CH:4]=[CH:3][CH:2]=3)=[C:8]([CH:10]3[CH2:14][CH2:13][O:12][CH2:11]3)[NH:33][C:31](=[O:32])[NH:30]2)[CH:23]=[C:24]([N+:27]([O-:29])=[O:28])[C:25]=1[OH:26])[CH3:16]. The yield is 0.200.